From a dataset of Catalyst prediction with 721,799 reactions and 888 catalyst types from USPTO. Predict which catalyst facilitates the given reaction. (1) Reactant: Cl[C:2]1[C:3]2[CH:10]=[C:9]([C:11]3[CH:16]=[CH:15][C:14]([CH2:17][OH:18])=[CH:13][CH:12]=3)[NH:8][C:4]=2[N:5]=[CH:6][N:7]=1.[CH2:19]1[O:28][C:27]2[CH:26]=[CH:25][C:23]([NH2:24])=[CH:22][C:21]=2[O:20]1. Product: [O:28]1[C:27]2[CH:26]=[CH:25][C:23]([NH:24][C:2]3[C:3]4[CH:10]=[C:9]([C:11]5[CH:16]=[CH:15][C:14]([CH2:17][OH:18])=[CH:13][CH:12]=5)[NH:8][C:4]=4[N:5]=[CH:6][N:7]=3)=[CH:22][C:21]=2[O:20][CH2:19]1. The catalyst class is: 51. (2) The catalyst class is: 5. Reactant: [NH2:1][C:2]1[C:11]([N:12]2[CH2:17][CH2:16][O:15][CH2:14][CH2:13]2)=[CH:10][C:9]2[C:4](=[CH:5][CH:6]=[C:7]([C:18]3[C:23]([CH3:24])=[CH:22][CH:21]=[CH:20][C:19]=3[C:25]([C:27]3[CH:32]=[CH:31][CH:30]=[CH:29][CH:28]=3)=[O:26])[CH:8]=2)[N:3]=1.[BH4-].[Na+].CC(C)=O. Product: [NH2:1][C:2]1[C:11]([N:12]2[CH2:13][CH2:14][O:15][CH2:16][CH2:17]2)=[CH:10][C:9]2[C:4](=[CH:5][CH:6]=[C:7]([C:18]3[C:23]([CH3:24])=[CH:22][CH:21]=[CH:20][C:19]=3[CH:25]([C:27]3[CH:28]=[CH:29][CH:30]=[CH:31][CH:32]=3)[OH:26])[CH:8]=2)[N:3]=1. (3) Reactant: [OH:1][CH:2]([CH2:16][O:17][C:18]1[CH:23]=[C:22]([N+:24]([O-:26])=[O:25])[CH:21]=[CH:20][C:19]=1[N:27]1[CH:31]=[N:30][C:29]([CH3:32])=[N:28]1)[CH2:3][CH2:4][N:5]1C(=O)C2C(=CC=CC=2)C1=O.NN. Product: [NH2:5][CH2:4][CH2:3][CH:2]([OH:1])[CH2:16][O:17][C:18]1[CH:23]=[C:22]([N+:24]([O-:26])=[O:25])[CH:21]=[CH:20][C:19]=1[N:27]1[CH:31]=[N:30][C:29]([CH3:32])=[N:28]1. The catalyst class is: 14. (4) Reactant: [O:1]1[C:5]([C:6]2[CH:11]=[CH:10][C:9]([NH2:12])=[CH:8][CH:7]=2)=[CH:4][N:3]=[CH:2]1.[N:13]([O-])=O.[Na+]. Product: [O:1]1[C:5]([C:6]2[CH:7]=[CH:8][C:9]([NH:12][NH2:13])=[CH:10][CH:11]=2)=[CH:4][N:3]=[CH:2]1. The catalyst class is: 6. (5) Reactant: Cl[C:2]1[N:11]=[CH:10][C:9]2[N:8]([CH:12]3[CH2:14][CH2:13]3)[C:7](=[O:15])[C:6]3([CH3:20])[CH2:16][O:17][CH2:18][CH2:19][N:5]3[C:4]=2[N:3]=1.O1CCOCC1.[CH3:27][NH:28][C:29]([NH:31][C:32]1[CH:37]=[CH:36][C:35](B2OC(C)(C)C(C)(C)O2)=[CH:34][CH:33]=1)=[O:30].C([O-])(O)=O.[Na+]. Product: [CH:12]1([N:8]2[C:7](=[O:15])[C:6]3([CH3:20])[CH2:16][O:17][CH2:18][CH2:19][N:5]3[C:4]3[N:3]=[C:2]([C:35]4[CH:34]=[CH:33][C:32]([NH:31][C:29]([NH:28][CH3:27])=[O:30])=[CH:37][CH:36]=4)[N:11]=[CH:10][C:9]2=3)[CH2:14][CH2:13]1. The catalyst class is: 263. (6) Reactant: [CH:1]1([C:4]2[NH:8][N:7]=[C:6]([NH:9][C:10]3[CH:15]=[C:14](F)[CH:13]=[CH:12][C:11]=3[N+:17]([O-:19])=[O:18])[CH:5]=2)[CH2:3][CH2:2]1.[F:20][C:21]1[CH:26]=[CH:25][C:24]([C@@H:27]([NH2:29])[CH3:28])=[CH:23][CH:22]=1.CCN(C(C)C)C(C)C. Product: [CH:1]1([C:4]2[NH:8][N:7]=[C:6]([NH:9][C:10]3[CH:15]=[C:14]([NH:29][C@H:27]([C:24]4[CH:25]=[CH:26][C:21]([F:20])=[CH:22][CH:23]=4)[CH3:28])[CH:13]=[CH:12][C:11]=3[N+:17]([O-:19])=[O:18])[CH:5]=2)[CH2:3][CH2:2]1. The catalyst class is: 114. (7) Reactant: [BH-](O[C:11]([CH3:13])=[O:12])(OC(C)=O)OC(C)=O.[Na+].[NH:15]1[CH2:19][CH2:18][CH2:17][CH2:16]1.[CH3:20][C:21]1[CH:28]=C(O)[CH:26]=[CH:25][C:22]=1C=O.Cl. Product: [CH3:26][C:25]1[CH:22]=[C:21]([CH2:28][N:15]2[CH2:19][CH2:18][CH2:17][CH2:16]2)[CH:20]=[CH:13][C:11]=1[OH:12]. The catalyst class is: 2. (8) Reactant: [CH3:1][O:2][C:3]1[CH:4]=[C:5]([C:19](O)=[O:20])[C:6]([C:9]2[CH:14]=[CH:13][C:12]([C:15]([F:18])([F:17])[F:16])=[CH:11][CH:10]=2)=[CH:7][CH:8]=1.[N:22]1[CH:27]=[CH:26][CH:25]=[CH:24][C:23]=1[CH2:28][CH2:29][NH:30][C:31]1[CH:36]=[CH:35][C:34]([NH2:37])=[CH:33][N:32]=1.O.ON1C2C=CC=CC=2N=N1.Cl.CN(C)CCCN=C=NCC. Product: [CH3:1][O:2][C:3]1[CH:4]=[C:5]([C:19]([NH:37][C:34]2[CH:33]=[N:32][C:31]([NH:30][CH2:29][CH2:28][C:23]3[CH:24]=[CH:25][CH:26]=[CH:27][N:22]=3)=[CH:36][CH:35]=2)=[O:20])[C:6]([C:9]2[CH:10]=[CH:11][C:12]([C:15]([F:18])([F:17])[F:16])=[CH:13][CH:14]=2)=[CH:7][CH:8]=1. The catalyst class is: 255. (9) Reactant: [NH:1]1[C:5]([C:6]2[CH:7]=[C:8]([CH:16]=[C:17]([C:19]([F:22])([F:21])[F:20])[CH:18]=2)[C:9]([O:11]C(C)(C)C)=[O:10])=[CH:4][N:3]=[CH:2]1.Cl. Product: [NH:1]1[C:5]([C:6]2[CH:7]=[C:8]([CH:16]=[C:17]([C:19]([F:20])([F:21])[F:22])[CH:18]=2)[C:9]([OH:11])=[O:10])=[CH:4][N:3]=[CH:2]1. The catalyst class is: 15.